From a dataset of Forward reaction prediction with 1.9M reactions from USPTO patents (1976-2016). Predict the product of the given reaction. (1) Given the reactants [NH2:1][C:2]1[C:17]([C:18]([F:21])([F:20])[F:19])=[CH:16][C:5]([CH2:6][C@@H:7]([CH2:12][C:13]([O-:15])=O)[C:8]([O:10][CH3:11])=[O:9])=[CH:4][C:3]=1[Cl:22].CN(C(ON1N=NC2C=CC=CC1=2)=[N+](C)C)C.[B-](F)(F)(F)F.C1C=CC2N(O)N=NC=2C=1.C(N(C(C)C)C(C)C)C.[NH:64]1[CH2:69][CH2:68][CH:67]([N:70]2[CH2:79][C:78]3[C:73](=[CH:74][CH:75]=[CH:76][CH:77]=3)[NH:72][C:71]2=[O:80])[CH2:66][CH2:65]1, predict the reaction product. The product is: [NH2:1][C:2]1[C:17]([C:18]([F:21])([F:20])[F:19])=[CH:16][C:5]([CH2:6][C@@H:7]([CH2:12][C:13](=[O:15])[N:64]2[CH2:65][CH2:66][CH:67]([N:70]3[CH2:79][C:78]4[C:73](=[CH:74][CH:75]=[CH:76][CH:77]=4)[NH:72][C:71]3=[O:80])[CH2:68][CH2:69]2)[C:8]([O:10][CH3:11])=[O:9])=[CH:4][C:3]=1[Cl:22]. (2) Given the reactants C([O:3][C:4]([C:6]1([C:15](=[O:27])[NH:16][C:17]2[CH:26]=[CH:25][CH:24]=[C:23]3[C:18]=2[CH:19]=[CH:20][N:21]=[CH:22]3)[CH2:14][C:13]2[C:8](=[CH:9][CH:10]=[CH:11][CH:12]=2)[CH2:7]1)=[O:5])C.O1CCOCC1.CO.O, predict the reaction product. The product is: [CH:22]1[C:23]2[C:18](=[C:17]([NH:16][C:15]([C:6]3([C:4]([OH:5])=[O:3])[CH2:7][C:8]4[C:13](=[CH:12][CH:11]=[CH:10][CH:9]=4)[CH2:14]3)=[O:27])[CH:26]=[CH:25][CH:24]=2)[CH:19]=[CH:20][N:21]=1. (3) Given the reactants [Na].[CH3:2][O:3][C:4](=[O:17])[C:5]([OH:16])([C:11]1[S:12][CH:13]=[CH:14][CH:15]=1)[C:6]1[S:7][CH:8]=[CH:9][CH:10]=1.[N:18]12[CH2:25]C[CH:21]([CH2:22][CH2:23]1)[C@@H:20](O)[CH2:19]2.C(#N)C, predict the reaction product. The product is: [N:18]12[CH2:23][CH2:22][CH:21]([CH2:20][CH2:19]1)[C@@H:2]([O:3][C:4](=[O:17])[C:5]([OH:16])([C:6]1[S:7][CH:8]=[CH:9][CH:10]=1)[C:11]1[S:12][CH:13]=[CH:14][CH:15]=1)[CH2:25]2. (4) Given the reactants [F:1][C:2]1[CH:7]=[CH:6][C:5]([S:8]([NH:11][CH2:12][CH2:13][CH2:14][NH:15][C:16](=[O:32])[C@@H:17]([NH:24]C(=O)OC(C)(C)C)[C:18]2[CH:23]=[CH:22][CH:21]=[CH:20][CH:19]=2)(=[O:10])=[O:9])=[C:4]([C:33]([F:36])([F:35])[F:34])[CH:3]=1.Cl, predict the reaction product. The product is: [NH2:24][C@@H:17]([C:18]1[CH:23]=[CH:22][CH:21]=[CH:20][CH:19]=1)[C:16]([NH:15][CH2:14][CH2:13][CH2:12][NH:11][S:8]([C:5]1[CH:6]=[CH:7][C:2]([F:1])=[CH:3][C:4]=1[C:33]([F:35])([F:36])[F:34])(=[O:9])=[O:10])=[O:32]. (5) Given the reactants [C:1]([C:5]1[CH:14]=[C:13]([OH:15])[C:12]2[C:7](=[C:8](SC)[CH:9]=[CH:10][CH:11]=2)[N:6]=1)([O:3][CH3:4])=[O:2].[CH3:18]SC1C=CC=CC=1N.N1C2C(=CC=CC=2)C=CC=1, predict the reaction product. The product is: [C:1]([C:5]1[CH:14]=[C:13]([OH:15])[C:12]2[C:7](=[C:8]([CH3:18])[CH:9]=[CH:10][CH:11]=2)[N:6]=1)([O:3][CH3:4])=[O:2]. (6) Given the reactants BrC1C(N2CCN(C(NC3C=CC=CC=3)=O)CC2)=C2N=C(C3C=CC(N(C)C)=CC=3)NC2=NC=1.[Br:35][C:36]1[C:37]([N:46]2[CH2:51][CH2:50][CH:49]([O:52][C:53]3[CH:58]=[CH:57][CH:56]=[CH:55][CH:54]=3)[CH2:48][CH2:47]2)=[C:38]([N+:43]([O-])=O)[C:39]([NH2:42])=[N:40][CH:41]=1.[O-]S(S([O-])=O)=O.[Na+].[Na+].[CH:67]([C:69]1[CH:83]=[CH:82][C:72]([CH2:73][NH:74][C:75](=[O:81])[O:76][C:77]([CH3:80])([CH3:79])[CH3:78])=[CH:71][CH:70]=1)=O, predict the reaction product. The product is: [Br:35][C:36]1[C:37]([N:46]2[CH2:51][CH2:50][CH:49]([O:52][C:53]3[CH:58]=[CH:57][CH:56]=[CH:55][CH:54]=3)[CH2:48][CH2:47]2)=[C:38]2[N:43]=[C:67]([C:69]3[CH:83]=[CH:82][C:72]([CH2:73][NH:74][C:75](=[O:81])[O:76][C:77]([CH3:80])([CH3:78])[CH3:79])=[CH:71][CH:70]=3)[NH:42][C:39]2=[N:40][CH:41]=1. (7) The product is: [C:1]([O:5][C:6](=[O:27])[NH:7][CH2:8][C@@H:9]1[O:13][C:12](=[O:14])[N:11]([C:15]2[CH:16]=[CH:17][C:18]3[C:24](=[O:25])[C:23](=[CH:33][N:34]([CH3:36])[CH3:35])[CH2:22][CH2:21][CH2:20][C:19]=3[CH:26]=2)[CH2:10]1)([CH3:4])([CH3:2])[CH3:3]. Given the reactants [C:1]([O:5][C:6](=[O:27])[NH:7][CH2:8][C@@H:9]1[O:13][C:12](=[O:14])[N:11]([C:15]2[CH:16]=[CH:17][C:18]3[C:24](=[O:25])[CH2:23][CH2:22][CH2:21][CH2:20][C:19]=3[CH:26]=2)[CH2:10]1)([CH3:4])([CH3:3])[CH3:2].CC(O[CH:33](N(C)C)[N:34]([CH3:36])[CH3:35])(C)C, predict the reaction product.